This data is from NCI-60 drug combinations with 297,098 pairs across 59 cell lines. The task is: Regression. Given two drug SMILES strings and cell line genomic features, predict the synergy score measuring deviation from expected non-interaction effect. (1) Drug 1: C1CC(C1)(C(=O)O)C(=O)O.[NH2-].[NH2-].[Pt+2]. Drug 2: CC1=C(C(=CC=C1)Cl)NC(=O)C2=CN=C(S2)NC3=CC(=NC(=N3)C)N4CCN(CC4)CCO. Cell line: NCI-H522. Synergy scores: CSS=13.8, Synergy_ZIP=-4.28, Synergy_Bliss=1.80, Synergy_Loewe=-17.2, Synergy_HSA=1.87. (2) Drug 1: C1=CC=C(C(=C1)C(C2=CC=C(C=C2)Cl)C(Cl)Cl)Cl. Drug 2: CN(CCCl)CCCl.Cl. Cell line: A498. Synergy scores: CSS=4.03, Synergy_ZIP=-5.52, Synergy_Bliss=0.0170, Synergy_Loewe=-10.0, Synergy_HSA=0.884. (3) Drug 1: CC1=C2C(C(=O)C3(C(CC4C(C3C(C(C2(C)C)(CC1OC(=O)C(C(C5=CC=CC=C5)NC(=O)OC(C)(C)C)O)O)OC(=O)C6=CC=CC=C6)(CO4)OC(=O)C)O)C)O. Drug 2: C1=CN(C=N1)CC(O)(P(=O)(O)O)P(=O)(O)O. Cell line: HOP-62. Synergy scores: CSS=1.82, Synergy_ZIP=10.00, Synergy_Bliss=16.4, Synergy_Loewe=5.49, Synergy_HSA=3.47. (4) Drug 1: C1=NC2=C(N1)C(=S)N=C(N2)N. Drug 2: C1=NC2=C(N=C(N=C2N1C3C(C(C(O3)CO)O)O)F)N. Cell line: SK-MEL-5. Synergy scores: CSS=23.0, Synergy_ZIP=-1.26, Synergy_Bliss=-0.0566, Synergy_Loewe=-0.0438, Synergy_HSA=-0.0571. (5) Drug 1: CN(C)N=NC1=C(NC=N1)C(=O)N. Drug 2: CCC1=C2CN3C(=CC4=C(C3=O)COC(=O)C4(CC)O)C2=NC5=C1C=C(C=C5)O. Cell line: SNB-75. Synergy scores: CSS=20.2, Synergy_ZIP=0.213, Synergy_Bliss=-0.521, Synergy_Loewe=-49.7, Synergy_HSA=-1.85. (6) Drug 1: CCC(=C(C1=CC=CC=C1)C2=CC=C(C=C2)OCCN(C)C)C3=CC=CC=C3.C(C(=O)O)C(CC(=O)O)(C(=O)O)O. Drug 2: CN1C(=O)N2C=NC(=C2N=N1)C(=O)N. Cell line: LOX IMVI. Synergy scores: CSS=2.82, Synergy_ZIP=-5.01, Synergy_Bliss=-4.81, Synergy_Loewe=-10.0, Synergy_HSA=-5.12.